Dataset: Full USPTO retrosynthesis dataset with 1.9M reactions from patents (1976-2016). Task: Predict the reactants needed to synthesize the given product. (1) The reactants are: [CH3:1][C:2]1[CH:7]=[C:6]([N:8]2[CH2:13][CH2:12][CH:11]([CH2:14][C:15]([O:17]CC)=[O:16])[CH2:10][CH2:9]2)[CH:5]=[CH:4][N:3]=1.[OH-].[Na+].O.Cl. Given the product [CH3:1][C:2]1[CH:7]=[C:6]([N:8]2[CH2:9][CH2:10][CH:11]([CH2:14][C:15]([OH:17])=[O:16])[CH2:12][CH2:13]2)[CH:5]=[CH:4][N:3]=1, predict the reactants needed to synthesize it. (2) Given the product [CH2:22]([C:21]1[CH:25]=[CH:2][CH:1]=[C:3]([CH3:24])[C:4]=1[CH2:5][NH:6][C:7]1[C:15]2[N:14]=[C:13]([CH3:16])[N:12]([CH3:17])[C:11]=2[CH:10]=[C:9]([C:18]([N:26]2[CH2:31][CH2:30][O:29][CH2:28][CH2:27]2)=[O:19])[CH:8]=1)[CH3:23], predict the reactants needed to synthesize it. The reactants are: [CH2:1]([C:3]1[CH:24]=[CH:23][CH:22]=[C:21]([CH3:25])[C:4]=1[CH2:5][NH:6][C:7]1[C:15]2[N:14]=[C:13]([CH3:16])[N:12]([CH3:17])[C:11]=2[CH:10]=[C:9]([C:18](O)=[O:19])[CH:8]=1)[CH3:2].[NH:26]1[CH2:31][CH2:30][O:29][CH2:28][CH2:27]1.O.C(=O)([O-])O.[Na+]. (3) Given the product [C:1]([O:5][C:6]([N:8]1[CH2:9][CH2:10][CH:11]([C:14]2[CH:19]=[CH:18][CH:17]=[CH:16][C:15]=2[F:20])[CH:12]([OH:21])[CH2:13]1)=[O:7])([CH3:4])([CH3:2])[CH3:3], predict the reactants needed to synthesize it. The reactants are: [C:1]([O:5][C:6]([N:8]1[CH2:13][CH:12]=[C:11]([C:14]2[CH:19]=[CH:18][CH:17]=[CH:16][C:15]=2[F:20])[CH2:10][CH2:9]1)=[O:7])([CH3:4])([CH3:3])[CH3:2].[OH-:21].[Na+].OO.O. (4) Given the product [CH3:20][C:21]1([O:24][C:25]([N:27]2[CH2:28][CH2:29][CH:30]([N:33]([CH:34]3[CH2:36][CH2:35]3)[C:15](=[O:17])[C:14]3[CH:13]=[CH:12][C:11]([C:8]4[CH:7]=[CH:6][C:5]([S:2]([CH3:1])(=[O:3])=[O:4])=[CH:10][N:9]=4)=[CH:19][CH:18]=3)[CH2:31][CH2:32]2)=[O:26])[CH2:23][CH2:22]1, predict the reactants needed to synthesize it. The reactants are: [CH3:1][S:2]([C:5]1[CH:6]=[CH:7][C:8]([C:11]2[CH:19]=[CH:18][C:14]([C:15]([OH:17])=O)=[CH:13][CH:12]=2)=[N:9][CH:10]=1)(=[O:4])=[O:3].[CH3:20][C:21]1([O:24][C:25]([N:27]2[CH2:32][CH2:31][CH:30]([NH:33][CH:34]3[CH2:36][CH2:35]3)[CH2:29][CH2:28]2)=[O:26])[CH2:23][CH2:22]1. (5) Given the product [CH3:1][C:2]1[CH:7]=[C:6]([N+:8]([O-:10])=[O:9])[CH:5]=[CH:4][C:3]=1[N:11]=[C:12]1[N:14]([C@@H:15]([CH:17]2[CH2:22][CH2:21][CH2:20][CH2:19][CH2:18]2)[CH3:16])[C:25](=[O:26])[CH2:24][S:13]1, predict the reactants needed to synthesize it. The reactants are: [CH3:1][C:2]1[CH:7]=[C:6]([N+:8]([O-:10])=[O:9])[CH:5]=[CH:4][C:3]=1[N:11]=[C:12]=[S:13].[NH2:14][C@@H:15]([CH:17]1[CH2:22][CH2:21][CH2:20][CH2:19][CH2:18]1)[CH3:16].Cl[CH2:24][C:25](O)=[O:26]. (6) The reactants are: C([O:8][C:9]1[C:14]2[NH:15][C:16](=[O:19])[CH2:17][O:18][C:13]=2[C:12]([C:20](=[O:24])[CH:21](O)O)=[CH:11][CH:10]=1)C1C=CC=CC=1.[F:25][C:26]1[CH:36]=[CH:35][CH:34]=[C:33]([F:37])[C:27]=1[CH2:28][C:29]1([NH2:32])[CH2:31][CH2:30]1.FC(F)(F)C([O-])=O. Given the product [F:25][C:26]1[CH:36]=[CH:35][CH:34]=[C:33]([F:37])[C:27]=1[CH2:28][C:29]1([NH:32][CH2:21][CH:20]([C:12]2[C:13]3[O:18][CH2:17][C:16](=[O:19])[NH:15][C:14]=3[C:9]([OH:8])=[CH:10][CH:11]=2)[OH:24])[CH2:30][CH2:31]1, predict the reactants needed to synthesize it.